From a dataset of Forward reaction prediction with 1.9M reactions from USPTO patents (1976-2016). Predict the product of the given reaction. (1) Given the reactants [C:1]([C:4]1[S:5][C:6](Br)=[CH:7][CH:8]=1)(=O)[CH3:2].[Br:10][C:11]1[S:15][C:14]([C:16]([CH2:18][C:19]#[N:20])=[O:17])=[CH:13][CH:12]=1.C1(=[O:27])CCCCC1.N1CCOCC1.[S], predict the reaction product. The product is: [NH2:20][C:19]1[S:5](=[O:27])[C:6]2[CH2:2][CH2:1][CH2:4][CH2:8][C:7]=2[C:18]=1[C:16]([C:14]1[S:15][C:11]([Br:10])=[CH:12][CH:13]=1)=[O:17]. (2) Given the reactants [CH3:1][O:2][C:3](=[O:15])[C:4](=[O:14])[CH:5]([Cl:13])[C:6]1[CH:11]=[CH:10][C:9](F)=[CH:8][CH:7]=1.[CH2:16](C1C=CC(C=O)=CC=1)[CH3:17].FC1C=CC(C=O)=CC=1, predict the reaction product. The product is: [CH3:1][O:2][C:3](=[O:15])[C:4](=[O:14])[CH:5]([Cl:13])[C:6]1[CH:11]=[CH:10][C:9]([CH2:16][CH3:17])=[CH:8][CH:7]=1. (3) Given the reactants [NH:1]=[C:2](SCC1C=CC2C(=CC=CC=2)C=1)[CH:3]1[CH2:8][CH2:7][N:6]([C:9]([O:11][C:12]([CH3:15])([CH3:14])[CH3:13])=[O:10])[CH2:5][CH2:4]1.[NH3:28], predict the reaction product. The product is: [NH2:28][C:2](=[NH:1])[CH:3]1[CH2:8][CH2:7][N:6]([C:9]([O:11][C:12]([CH3:15])([CH3:14])[CH3:13])=[O:10])[CH2:5][CH2:4]1. (4) Given the reactants C([O:4][CH2:5][C:6]1[CH:10]=[C:9]([C:11]2[C:20]3[C:15](=[CH:16][CH:17]=[CH:18][CH:19]=3)[C:14]([NH:21][C:22]3[CH:27]=[CH:26][C:25]([O:28][C:29]4[C:38]5[C:33](=[CH:34][C:35]([O:39][CH3:40])=[CH:36][N:37]=5)[N:32]=[CH:31][CH:30]=4)=[CH:24][CH:23]=3)=[N:13][N:12]=2)[S:8][CH:7]=1)(=O)C.C1COCC1.CO.[OH-].[Li+], predict the reaction product. The product is: [CH3:40][O:39][C:35]1[CH:34]=[C:33]2[C:38]([C:29]([O:28][C:25]3[CH:26]=[CH:27][C:22]([NH:21][C:14]4[C:15]5[C:20](=[CH:19][CH:18]=[CH:17][CH:16]=5)[C:11]([C:9]5[S:8][CH:7]=[C:6]([CH2:5][OH:4])[CH:10]=5)=[N:12][N:13]=4)=[CH:23][CH:24]=3)=[CH:30][CH:31]=[N:32]2)=[N:37][CH:36]=1. (5) The product is: [I:11][C:12]1[C:20]2[C:15](=[CH:16][CH:17]=[CH:18][C:19]=2[NH:21][C:48]([C:45]2[N:42]3[CH:43]=[CH:44][C:39]([O:38][CH2:37][CH2:36][N:33]4[CH2:34][CH2:35][N:30]([CH3:29])[CH2:31][CH2:32]4)=[CH:40][C:41]3=[N:47][CH:46]=2)=[O:49])[N:14]([CH2:22][C:23]2[S:27][C:26]([CH3:28])=[N:25][CH:24]=2)[N:13]=1. Given the reactants C[Si]([N-][Si](C)(C)C)(C)C.[Li+].[I:11][C:12]1[C:20]2[C:19]([NH2:21])=[CH:18][CH:17]=[CH:16][C:15]=2[N:14]([CH2:22][C:23]2[S:27][C:26]([CH3:28])=[N:25][CH:24]=2)[N:13]=1.[CH3:29][N:30]1[CH2:35][CH2:34][N:33]([CH2:36][CH2:37][O:38][C:39]2[CH:44]=[CH:43][N:42]3[C:45]([C:48](OCC)=[O:49])=[CH:46][N:47]=[C:41]3[CH:40]=2)[CH2:32][CH2:31]1, predict the reaction product. (6) Given the reactants [C:1]([CH:3]1[CH2:8][CH2:7][N:6]([C:9]([O:11][C:12]([CH3:15])([CH3:14])[CH3:13])=[O:10])[CH2:5][CH2:4]1)#[CH:2].[N:16]([CH:19]1[CH2:25][CH2:24][C:23]2[C:26]([F:30])=[CH:27][CH:28]=[CH:29][C:22]=2[N:21]([CH2:31][C:32]([F:35])([F:34])[F:33])[C:20]1=[O:36])=[N+:17]=[N-:18], predict the reaction product. The product is: [F:30][C:26]1[C:23]2[CH2:24][CH2:25][CH:19]([N:16]3[CH:2]=[C:1]([CH:3]4[CH2:4][CH2:5][N:6]([C:9]([O:11][C:12]([CH3:15])([CH3:14])[CH3:13])=[O:10])[CH2:7][CH2:8]4)[N:18]=[N:17]3)[C:20](=[O:36])[N:21]([CH2:31][C:32]([F:33])([F:34])[F:35])[C:22]=2[CH:29]=[CH:28][CH:27]=1. (7) Given the reactants [C:1]([S:5]([C:8]1[CH:9]=[C:10]2[C:15](=[CH:16][C:17]=1[OH:18])[N:14]=[CH:13][N:12]=[C:11]2SCC)(=[O:7])=[O:6])([CH3:4])([CH3:3])[CH3:2].[Cl:22][C:23]1[CH:29]=[CH:28][C:26]([NH2:27])=[C:25]([F:30])[CH:24]=1.C(=O)([O-])[O-], predict the reaction product. The product is: [C:1]([S:5]([C:8]1[CH:9]=[C:10]2[C:15](=[CH:16][C:17]=1[OH:18])[N:14]=[CH:13][N:12]=[C:11]2[NH:27][C:26]1[CH:28]=[CH:29][C:23]([Cl:22])=[CH:24][C:25]=1[F:30])(=[O:6])=[O:7])([CH3:4])([CH3:2])[CH3:3]. (8) Given the reactants [F-].C([N+](CCCC)(CCCC)CCCC)CCC.[C:19]([O:23][C:24]([NH:26][CH2:27][CH2:28][N:29]1[C:33]([C:34]([O:36][CH2:37][CH3:38])=[O:35])=[CH:32][C:31]([O:39][Si](C(C)(C)C)(C)C)=[N:30]1)=[O:25])([CH3:22])([CH3:21])[CH3:20], predict the reaction product. The product is: [C:19]([O:23][C:24]([NH:26][CH2:27][CH2:28][N:29]1[C:33]([C:34]([O:36][CH2:37][CH3:38])=[O:35])=[CH:32][C:31]([OH:39])=[N:30]1)=[O:25])([CH3:22])([CH3:21])[CH3:20].